Dataset: Catalyst prediction with 721,799 reactions and 888 catalyst types from USPTO. Task: Predict which catalyst facilitates the given reaction. (1) Reactant: [O-]CC.[Na+].[SH:5][CH2:6][C:7]([O:9][CH2:10][CH3:11])=[O:8].[C:12]([Si:16]([CH3:49])([CH3:48])[O:17][C:18]1[CH:23]=[CH:22][C:21]([C:24]([C:29]2[S:33][C:32]([CH2:34]OS(C3C=CC(C)=CC=3)(=O)=O)=[C:31]([CH3:46])[CH:30]=2)([CH2:27][CH3:28])[CH2:25][CH3:26])=[CH:20][C:19]=1[CH3:47])([CH3:15])([CH3:14])[CH3:13]. Product: [CH2:10]([O:9][C:7](=[O:8])[CH2:6][S:5][CH2:34][C:32]1[S:33][C:29]([C:24]([C:21]2[CH:22]=[CH:23][C:18]([O:17][Si:16]([C:12]([CH3:13])([CH3:15])[CH3:14])([CH3:49])[CH3:48])=[C:19]([CH3:47])[CH:20]=2)([CH2:27][CH3:28])[CH2:25][CH3:26])=[CH:30][C:31]=1[CH3:46])[CH3:11]. The catalyst class is: 14. (2) Reactant: [N:1]1([CH2:7][CH2:8][CH2:9][OH:10])[CH2:6][CH2:5][CH2:4][CH2:3][CH2:2]1.[H-].[Na+].F[C:14]1[CH:19]=[CH:18][C:17]([O:20][CH3:21])=[C:16]([N+:22]([O-:24])=[O:23])[CH:15]=1. Product: [CH3:21][O:20][C:17]1[CH:18]=[CH:19][C:14]([O:10][CH2:9][CH2:8][CH2:7][N:1]2[CH2:6][CH2:5][CH2:4][CH2:3][CH2:2]2)=[CH:15][C:16]=1[N+:22]([O-:24])=[O:23]. The catalyst class is: 3. (3) Reactant: [Cl:1][C:2]1[CH:3]=[C:4]([CH2:10][CH2:11][C:12]([OH:14])=O)[CH:5]=[CH:6][C:7]=1[O:8][CH3:9].[CH3:15][S:16]([C:19]1[CH:24]=[CH:23][C:22]([C:25]2[CH:26]=[CH:27][C:28]([O:31][CH2:32][CH:33]3[CH2:38][CH2:37][NH:36][CH2:35][CH2:34]3)=[N:29][CH:30]=2)=[CH:21][CH:20]=1)(=[O:18])=[O:17].C(N(CC)CC)C.C1C=CC2N(O)N=NC=2C=1.C(Cl)CCl. Product: [Cl:1][C:2]1[CH:3]=[C:4]([CH2:10][CH2:11][C:12]([N:36]2[CH2:35][CH2:34][CH:33]([CH2:32][O:31][C:28]3[CH:27]=[CH:26][C:25]([C:22]4[CH:23]=[CH:24][C:19]([S:16]([CH3:15])(=[O:18])=[O:17])=[CH:20][CH:21]=4)=[CH:30][N:29]=3)[CH2:38][CH2:37]2)=[O:14])[CH:5]=[CH:6][C:7]=1[O:8][CH3:9]. The catalyst class is: 1. (4) Reactant: C([O:3][P:4]([CH2:9][CH2:10][NH:11][CH2:12][CH2:13][N:14]1[C:23]2[C:18]([C:19](=[O:25])[NH:20][C:21](=[O:24])[N:22]=2)=[N:17][C:16]2[CH:26]=[C:27]([CH3:31])[C:28]([CH3:30])=[CH:29][C:15]1=2)(=[O:8])[O:5]CC)C.CC1C(C)=CC2N(CC=O)C3C(C(=O)NC(=O)N=3)=NC=2C=1.C(OP(CCN)(=O)OCC)C.Br[Si](C)(C)C. Product: [CH3:31][C:27]1[C:28]([CH3:30])=[CH:29][C:15]2[N:14]([CH2:13][CH2:12][NH:11][CH2:10][CH2:9][P:4](=[O:3])([OH:8])[OH:5])[C:23]3[C:18]([C:19](=[O:25])[NH:20][C:21](=[O:24])[N:22]=3)=[N:17][C:16]=2[CH:26]=1. The catalyst class is: 4. (5) Reactant: [NH2:1][S:2]([C:5]1[S:9][C:8](=[C:10]([C:16]([O:18][CH2:19][CH3:20])=[O:17])[C:11]([O:13]CC)=O)[NH:7][C:6]=1[CH3:21])(=[O:4])=[O:3].[NH2:22][C:23]1[CH:28]=[CH:27][C:26]([C:29]2[CH:34]=[CH:33][CH:32]=[CH:31][CH:30]=2)=[CH:25][CH:24]=1. Product: [NH2:1][S:2]([C:5]1[S:9][C:8](=[C:10]([C:11]([NH:22][C:23]2[CH:24]=[CH:25][C:26]([C:29]3[CH:34]=[CH:33][CH:32]=[CH:31][CH:30]=3)=[CH:27][CH:28]=2)=[O:13])[C:16]([O:18][CH2:19][CH3:20])=[O:17])[NH:7][C:6]=1[CH3:21])(=[O:3])=[O:4]. The catalyst class is: 113. (6) Reactant: [CH3:1][N:2]([CH2:4][CH2:5][CH2:6][C@@:7]1([C:18]2[CH:23]=[CH:22][C:21]([F:24])=[CH:20][CH:19]=2)[O:11][CH2:10][C:9]2[CH:12]=[C:13]([C:16]#[N:17])[CH:14]=[CH:15][C:8]1=2)[CH3:3].O.O.[C:27]([OH:32])(=[O:31])[C:28]([OH:30])=[O:29]. Product: [CH3:1][N:2]([CH2:4][CH2:5][CH2:6][C@@:7]1([C:18]2[CH:23]=[CH:22][C:21]([F:24])=[CH:20][CH:19]=2)[O:11][CH2:10][C:9]2[CH:12]=[C:13]([C:16]#[N:17])[CH:14]=[CH:15][C:8]1=2)[CH3:3].[C:28]([OH:30])([C:27]([OH:32])=[O:31])=[O:29]. The catalyst class is: 21. (7) Reactant: [Cl:1][C:2]1[CH:3]=[C:4]2[C:9](=[CH:10][C:11]=1[O:12][C:13]1[CH:18]=[CH:17][C:16]([CH2:19][CH3:20])=[CH:15][CH:14]=1)[O:8][CH:7]([C:21]([F:24])([F:23])[F:22])[C:6]([C:25]([O:27]CC)=[O:26])=[CH:5]2.[OH-].[Li+].Cl. Product: [Cl:1][C:2]1[CH:3]=[C:4]2[C:9](=[CH:10][C:11]=1[O:12][C:13]1[CH:14]=[CH:15][C:16]([CH2:19][CH3:20])=[CH:17][CH:18]=1)[O:8][CH:7]([C:21]([F:24])([F:22])[F:23])[C:6]([C:25]([OH:27])=[O:26])=[CH:5]2. The catalyst class is: 87. (8) Reactant: F[C:2]1[C:7]([C:8]([OH:10])=[O:9])=[CH:6][CH:5]=[CH:4][N:3]=1.CC(C)([O-])C.[K+].[F:17][C:18]([F:22])([F:21])[CH2:19][OH:20]. Product: [F:17][C:18]([F:22])([F:21])[CH2:19][O:20][C:2]1[N:3]=[CH:4][CH:5]=[CH:6][C:7]=1[C:8]([OH:10])=[O:9]. The catalyst class is: 223.